This data is from TCR-epitope binding with 47,182 pairs between 192 epitopes and 23,139 TCRs. The task is: Binary Classification. Given a T-cell receptor sequence (or CDR3 region) and an epitope sequence, predict whether binding occurs between them. (1) The epitope is FLNGSCGSV. The TCR CDR3 sequence is CASSQDHGETGELFF. Result: 1 (the TCR binds to the epitope). (2) The epitope is LLFGYPVYV. The TCR CDR3 sequence is CASSDLGGVGKNIQYF. Result: 1 (the TCR binds to the epitope). (3) The epitope is HTTDPSFLGRY. The TCR CDR3 sequence is CASSFLGDLPGELFF. Result: 1 (the TCR binds to the epitope). (4) The epitope is KLNVGDYFV. The TCR CDR3 sequence is CASSFYGTSGSDEQYF. Result: 1 (the TCR binds to the epitope). (5) The epitope is TTLPVNVAF. The TCR CDR3 sequence is CASSQPINTLQETQYF. Result: 0 (the TCR does not bind to the epitope). (6) The epitope is VSFIEFVGW. The TCR CDR3 sequence is CASSQDPYEQYF. Result: 0 (the TCR does not bind to the epitope). (7) The epitope is HLVDFQVTI. The TCR CDR3 sequence is CASSPPTSGRGTEQYF. Result: 1 (the TCR binds to the epitope).